Task: Predict the reaction yield, written as a fraction of the theoretical maximum amount of product (1.0 means a 100% yield; for example, 0.34 means a 34% yield).. Dataset: Reaction yield outcomes from USPTO patents with 853,638 reactions (1) The reactants are [CH:1]([C:3]1[CH:4]=[C:5]([CH:17]=[CH:18][CH:19]=1)[O:6][CH:7]([CH2:15][CH3:16])[C:8]([O:10][C:11]([CH3:14])([CH3:13])[CH3:12])=[O:9])=O.[NH2:20][CH2:21][CH2:22][CH2:23][OH:24].C(O[BH-](OC(=O)C)OC(=O)C)(=O)C.[Na+].C(O)(=O)C.C(=O)([O-])O.[Na+]. The catalyst is C(Cl)(Cl)Cl. The product is [OH:24][CH2:23][CH2:22][CH2:21][NH:20][CH2:1][C:3]1[CH:4]=[C:5]([CH:17]=[CH:18][CH:19]=1)[O:6][CH:7]([CH2:15][CH3:16])[C:8]([O:10][C:11]([CH3:14])([CH3:13])[CH3:12])=[O:9]. The yield is 0.333. (2) The reactants are Cl.[NH2:2][CH2:3][C:4](=O)[CH:5]([CH3:7])[CH3:6].F[B-](F)(F)F.[NH:14]=[C:15](SC)[C:16]([O:18][CH2:19][CH3:20])=[O:17]. The product is [CH3:6][CH:5]([C:4]1[NH:14][C:15]([C:16]([O:18][CH2:19][CH3:20])=[O:17])=[N:2][CH:3]=1)[CH3:7]. The yield is 0.570. No catalyst specified. (3) The catalyst is COCCOC.O.C1C=CC([P]([Pd]([P](C2C=CC=CC=2)(C2C=CC=CC=2)C2C=CC=CC=2)([P](C2C=CC=CC=2)(C2C=CC=CC=2)C2C=CC=CC=2)[P](C2C=CC=CC=2)(C2C=CC=CC=2)C2C=CC=CC=2)(C2C=CC=CC=2)C2C=CC=CC=2)=CC=1. The product is [CH3:1][C:2]1([CH3:16])[O:3][C:4](=[O:15])[NH:5][C:6]2[CH:11]=[CH:10][C:9]([C:18]3[CH:19]=[C:20]([CH:23]=[CH:24][CH:25]=3)[C:21]#[N:22])=[CH:8][C:7]1=2. The reactants are [CH3:1][C:2]1([CH3:16])[C:7]2[CH:8]=[C:9](B(O)O)[CH:10]=[CH:11][C:6]=2[NH:5][C:4](=[O:15])[O:3]1.Br[C:18]1[CH:19]=[C:20]([CH:23]=[CH:24][CH:25]=1)[C:21]#[N:22].C(=O)([O-])[O-].[Na+].[Na+]. The yield is 0.250. (4) The reactants are [N:1]1([CH2:7][C:8]2[CH:23]=[CH:22][C:11]([O:12][C:13]3[S:14][C:15]4[CH:21]=[CH:20][CH:19]=[CH:18][C:16]=4[N:17]=3)=[CH:10][CH:9]=2)[CH2:6][CH2:5][NH:4][CH2:3][CH2:2]1.C(OC(N1CCN(CC2C=CC(OC3SC4C=CC=CC=4N=3)=CC=2)CC1)=O)(C)(C)C.Cl.[O:55]1CC[O:58][CH2:57][CH2:56]1. The catalyst is C(Cl)Cl. The product is [S:14]1[C:15]2[CH:21]=[CH:20][CH:19]=[CH:18][C:16]=2[N:17]=[C:13]1[O:12][C:11]1[CH:10]=[CH:9][C:8]([CH2:7][N:1]2[CH2:6][CH2:5][N:4]([C:56](=[O:55])[CH2:57][OH:58])[CH2:3][CH2:2]2)=[CH:23][CH:22]=1. The yield is 0.870.